Task: Predict the reaction yield, written as a fraction of the theoretical maximum amount of product (1.0 means a 100% yield; for example, 0.34 means a 34% yield).. Dataset: Reaction yield outcomes from USPTO patents with 853,638 reactions (1) The reactants are [NH2:1][C:2]1[CH:30]=[CH:29][C:5]2[NH:6][C:7]([C:12]3[C:13](=[O:28])[N:14]([CH2:23][CH2:24][CH:25]([CH3:27])[CH3:26])[C:15]4[C:20]([C:21]=3[OH:22])=[CH:19][CH:18]=[CH:17][N:16]=4)=[N:8][S:9](=[O:11])(=[O:10])[C:4]=2[CH:3]=1.[CH3:31][S:32](Cl)(=[O:34])=[O:33]. The catalyst is N1C=CC=CC=1.C(OCC)(=O)C. The product is [OH:22][C:21]1[C:20]2[C:15](=[N:16][CH:17]=[CH:18][CH:19]=2)[N:14]([CH2:23][CH2:24][CH:25]([CH3:27])[CH3:26])[C:13](=[O:28])[C:12]=1[C:7]1[NH:6][C:5]2[CH:29]=[CH:30][C:2]([NH:1][S:32]([CH3:31])(=[O:34])=[O:33])=[CH:3][C:4]=2[S:9](=[O:11])(=[O:10])[N:8]=1. The yield is 0.350. (2) The reactants are [F:1][C:2]1[CH:3]=[C:4]([CH:9]2[CH2:13][CH2:12][C:11](=O)/[C:10]/2=[CH:15]\[N:16](C)C)[CH:5]=[CH:6][C:7]=1[F:8].O.[NH2:20]N. The catalyst is C(O)C. The product is [F:1][C:2]1[CH:3]=[C:4]([CH:9]2[C:10]3[CH:15]=[N:16][NH:20][C:11]=3[CH2:12][CH2:13]2)[CH:5]=[CH:6][C:7]=1[F:8]. The yield is 0.280.